Dataset: Forward reaction prediction with 1.9M reactions from USPTO patents (1976-2016). Task: Predict the product of the given reaction. (1) Given the reactants [Cl:1][C:2]1[CH:3]=[C:4]([CH:8]=[C:9]([Cl:12])[C:10]=1[OH:11])[C:5]([OH:7])=O.[NH:13]1[CH2:18][CH2:17][CH2:16][C@@H:15]2[C:19]3[CH:20]=[CH:21][CH:22]=[CH:23][C:24]=3[CH2:25][C@H:14]12.F[P-](F)(F)(F)(F)F.N1(OC(N(C)C)=[N+](C)C)C2N=CC=CC=2N=N1, predict the reaction product. The product is: [Cl:12][C:9]1[CH:8]=[C:4]([C:5]([N:13]2[CH2:18][CH2:17][CH2:16][C@@H:15]3[C:19]4[CH:20]=[CH:21][CH:22]=[CH:23][C:24]=4[CH2:25][C@H:14]23)=[O:7])[CH:3]=[C:2]([Cl:1])[C:10]=1[OH:11]. (2) Given the reactants [Br:1][C:2]1[N:7]=[C:6]([C@@H:8]([NH2:10])[CH3:9])[CH:5]=[CH:4][CH:3]=1.C[Al](C)C.[CH3:15][C:16]1[N:17]=[CH:18][N:19]([C:21]2[C:30](=[O:31])[N:29]3[C:24]([C:25](=[O:32])[O:26][CH2:27][CH2:28]3)=[CH:23][CH:22]=2)[CH:20]=1, predict the reaction product. The product is: [Br:1][C:2]1[N:7]=[C:6]([C@@H:8]([NH:10][C:25]([C:24]2[N:29]([CH2:28][CH2:27][OH:26])[C:30](=[O:31])[C:21]([N:19]3[CH:20]=[C:16]([CH3:15])[N:17]=[CH:18]3)=[CH:22][CH:23]=2)=[O:32])[CH3:9])[CH:5]=[CH:4][CH:3]=1. (3) Given the reactants [NH:1]1[CH2:6][CH2:5][CH:4]([C:7]2[CH:12]=[CH:11][N:10]=[CH:9][CH:8]=2)[CH2:3][CH2:2]1.Br[CH2:14][C:15]#[N:16], predict the reaction product. The product is: [N:10]1([CH2:14][C:15]#[N:16])[CH2:9][CH2:8][CH:7]([C:4]2[CH:5]=[CH:6][N:1]=[CH:2][CH:3]=2)[CH2:12][CH2:11]1. (4) Given the reactants [Cu][C:2]#[N:3].Br[C:5]1[N:9]([CH:10]2[CH2:15][CH2:14][N:13]([C:16]([O:18][C:19]([CH3:22])([CH3:21])[CH3:20])=[O:17])[CH2:12][CH2:11]2)[N:8]=[CH:7][C:6]=1[CH2:23][OH:24].C(N)CN, predict the reaction product. The product is: [C:2]([C:5]1[N:9]([CH:10]2[CH2:15][CH2:14][N:13]([C:16]([O:18][C:19]([CH3:22])([CH3:21])[CH3:20])=[O:17])[CH2:12][CH2:11]2)[N:8]=[CH:7][C:6]=1[CH2:23][OH:24])#[N:3]. (5) Given the reactants Br[C:2]1[CH:3]=[C:4]([C:15]([NH:17][CH2:18][C:19]2[C:20](=[O:29])[NH:21][C:22]([CH3:28])=[CH:23][C:24]=2[CH2:25][CH2:26][CH3:27])=[O:16])[C:5]2[C:6]([CH3:14])=[N:7][N:8]([CH:11]([CH3:13])[CH3:12])[C:9]=2[CH:10]=1.[CH3:30][N:31]([CH3:48])[CH2:32][C:33]1[CH:38]=[CH:37][C:36](B2OC(C)(C)C(C)(C)O2)=[CH:35][CH:34]=1, predict the reaction product. The product is: [CH3:30][N:31]([CH2:32][C:33]1[CH:38]=[CH:37][C:36]([C:2]2[CH:3]=[C:4]([C:15]([NH:17][CH2:18][C:19]3[C:20](=[O:29])[NH:21][C:22]([CH3:28])=[CH:23][C:24]=3[CH2:25][CH2:26][CH3:27])=[O:16])[C:5]3[C:6]([CH3:14])=[N:7][N:8]([CH:11]([CH3:13])[CH3:12])[C:9]=3[CH:10]=2)=[CH:35][CH:34]=1)[CH3:48]. (6) Given the reactants [NH2:1][C:2]1[C:11]2[CH:10]=[CH:9][C:8]([F:12])=[C:7](Br)[C:6]=2[N:5]=[C:4]2[CH2:14][N:15]([CH:18]3[CH2:20][CH2:19]3)[C:16](=[O:17])[C:3]=12.[CH3:21][O:22][C:23]1[CH:28]=[CH:27][N:26]=[CH:25][C:24]=1B(O)O, predict the reaction product. The product is: [NH2:1][C:2]1[C:11]2[CH:10]=[CH:9][C:8]([F:12])=[C:7]([C:24]3[CH:25]=[N:26][CH:27]=[CH:28][C:23]=3[O:22][CH3:21])[C:6]=2[N:5]=[C:4]2[CH2:14][N:15]([CH:18]3[CH2:20][CH2:19]3)[C:16](=[O:17])[C:3]=12. (7) Given the reactants [C:1]([OH:12])(=[O:11])[CH2:2][CH2:3][CH2:4][CH2:5][CH2:6][CH2:7][CH2:8][CH2:9][CH3:10].[OH-].[K+:14], predict the reaction product. The product is: [C:1]([O-:12])(=[O:11])[CH2:2][CH2:3][CH2:4][CH2:5][CH2:6][CH2:7][CH2:8][CH2:9][CH3:10].[K+:14]. (8) Given the reactants [C:1]([O:5][C:6]([NH:8][C@@H:9]1[CH2:11][C@H:10]1[C:12]1[CH:13]=[C:14]([CH:18]=[CH:19][CH:20]=1)[C:15]([OH:17])=O)=[O:7])([CH3:4])([CH3:3])[CH3:2].F[P-](F)(F)(F)(F)F.N1(OC(N(C)C)=[N+](C)C)C2N=CC=CC=2N=N1.[F:45][C:46]1([F:53])[CH2:51][CH2:50][CH:49]([NH2:52])[CH2:48][CH2:47]1.C(N(CC)CC)C, predict the reaction product. The product is: [F:45][C:46]1([F:53])[CH2:51][CH2:50][CH:49]([NH:52][C:15]([C:14]2[CH:13]=[C:12]([C@@H:10]3[CH2:11][C@H:9]3[NH:8][C:6](=[O:7])[O:5][C:1]([CH3:2])([CH3:3])[CH3:4])[CH:20]=[CH:19][CH:18]=2)=[O:17])[CH2:48][CH2:47]1.